The task is: Regression. Given a peptide amino acid sequence and an MHC pseudo amino acid sequence, predict their binding affinity value. This is MHC class I binding data.. This data is from Peptide-MHC class I binding affinity with 185,985 pairs from IEDB/IMGT. (1) The binding affinity (normalized) is 0.334. The peptide sequence is LLRICALARK. The MHC is Patr-A0101 with pseudo-sequence Patr-A0101. (2) The peptide sequence is NHINVELSK. The MHC is Mamu-A07 with pseudo-sequence Mamu-A07. The binding affinity (normalized) is 0.140. (3) The peptide sequence is YNPTNILDV. The MHC is Mamu-A01 with pseudo-sequence Mamu-A01. The binding affinity (normalized) is 0.463. (4) The peptide sequence is KIKQTGINNV. The MHC is HLA-A02:03 with pseudo-sequence HLA-A02:03. The binding affinity (normalized) is 0.895.